The task is: Predict the product of the given reaction.. This data is from Forward reaction prediction with 1.9M reactions from USPTO patents (1976-2016). Given the reactants [OH-:1].[Na+:2].[F:3][C:4]([F:13])([S:9](F)(=[O:11])=[O:10])[C:5]([O:7]C)=[O:6].Cl, predict the reaction product. The product is: [F:3][C:4]([F:13])([S:9]([OH:1])(=[O:11])=[O:10])[C:5]([O-:7])=[O:6].[Na+:2].